The task is: Predict the reactants needed to synthesize the given product.. This data is from Full USPTO retrosynthesis dataset with 1.9M reactions from patents (1976-2016). (1) Given the product [C:1]([O:5][C:6](=[O:7])[N:8]([C@@H:9]([CH3:10])[C:11]([NH:39][C@@H:40]([C:68]1[CH:73]=[CH:72][C:71]([F:74])=[CH:70][CH:69]=1)[C:41]([N:43]1[C@H:48]([C:49](=[O:50])[NH:51][C@H:52]2[C:61]3[C:56](=[CH:57][CH:58]=[CH:59][CH:60]=3)[O:55][CH2:54][CH2:53]2)[CH2:47][N:46]2[CH2:62][C@H:63]([O:65][CH2:66][CH3:67])[CH2:64][C@@H:45]2[CH2:44]1)=[O:42])=[O:13])[CH3:14])([CH3:2])([CH3:3])[CH3:4], predict the reactants needed to synthesize it. The reactants are: [C:1]([O:5][C:6]([N:8]([CH3:14])[C@H:9]([C:11]([OH:13])=O)[CH3:10])=[O:7])([CH3:4])([CH3:3])[CH3:2].ON1C2C=CC=CC=2N=N1.Cl.CN(C)CCCN=C=NCC.Cl.Cl.[NH2:39][C@@H:40]([C:68]1[CH:73]=[CH:72][C:71]([F:74])=[CH:70][CH:69]=1)[C:41]([N:43]1[C@H:48]([C:49]([NH:51][C@H:52]2[C:61]3[C:56](=[CH:57][CH:58]=[CH:59][CH:60]=3)[O:55][CH2:54][CH2:53]2)=[O:50])[CH2:47][N:46]2[CH2:62][C@H:63]([O:65][CH2:66][CH3:67])[CH2:64][C@@H:45]2[CH2:44]1)=[O:42]. (2) Given the product [NH2:1][C:4]1[CH:5]=[CH:6][C:7]([C:10]#[N:11])=[N:8][CH:9]=1, predict the reactants needed to synthesize it. The reactants are: [N+:1]([C:4]1[CH:5]=[CH:6][C:7]([C:10]#[N:11])=[N:8][CH:9]=1)([O-])=O.C(=O)(O)N. (3) Given the product [CH:24]1([C:2]2[C:8]([F:9])=[CH:7][C:6]([N+:10]([O-:12])=[O:11])=[CH:5][C:3]=2[NH2:4])[CH2:26][CH2:25]1, predict the reactants needed to synthesize it. The reactants are: Br[C:2]1[C:8]([F:9])=[CH:7][C:6]([N+:10]([O-:12])=[O:11])=[CH:5][C:3]=1[NH2:4].B1([CH:24]2[CH2:26][CH2:25]2)OC(=O)CN(C)CC(=O)O1.P(C1CCCCC1)(C1CCCCC1)C1CCCCC1.C([O-])([O-])=O.[Cs+].[Cs+]. (4) Given the product [CH3:1][O:2][C:3]1[C:4]2[CH2:20][N:45]([C:46]3[CH:47]=[CH:48][C:49]([CH2:52][C:53]([OH:55])=[O:54])=[CH:50][CH:51]=3)[C:15](=[O:17])[C:5]=2[C:6]([O:13][CH3:14])=[C:7]2[CH:8]=[CH:9][CH:10]=[CH:11][C:12]=12, predict the reactants needed to synthesize it. The reactants are: [CH3:1][O:2][C:3]1[C:12]2[C:7](=[CH:8][CH:9]=[CH:10][CH:11]=2)[C:6]([O:13][CH3:14])=[C:5]([C:15]([O:17]CC)=O)[C:4]=1[CH3:20].BrN1C(=O)CCC1=O.C(OOCC1C=CC=CC=1)C1C=CC=CC=1.[NH2:45][C:46]1[CH:51]=[CH:50][C:49]([CH2:52][C:53]([OH:55])=[O:54])=[CH:48][CH:47]=1.C(N(CC)CC)C.S(S([O-])=O)([O-])(=O)=O.[Na+].[Na+]. (5) Given the product [Si:1]([O:8][CH2:9][C:10]1[N:11]([CH3:24])[C:12]2[C:17]([CH:18]=1)=[CH:16][C:15]1[C:19](=[O:23])[CH2:20][CH2:21][CH2:22][C:14]=1[CH:13]=2)([C:4]([CH3:7])([CH3:6])[CH3:5])([CH3:3])[CH3:2], predict the reactants needed to synthesize it. The reactants are: [Si:1]([O:8][CH2:9][C:10]1[N:11]([CH3:24])[C:12]2[C:17]([CH:18]=1)=[CH:16][C:15]1[CH:19]([OH:23])[CH2:20][CH2:21][CH2:22][C:14]=1[CH:13]=2)([C:4]([CH3:7])([CH3:6])[CH3:5])([CH3:3])[CH3:2]. (6) Given the product [CH3:1][O:2][C:3](=[O:20])[CH:4]([O:17][CH2:18][CH3:19])[CH2:5][C:6]1[C:15]2[CH2:14][CH2:13][CH2:12][CH2:11][C:10]=2[C:9]([O:16][CH2:22][C:23]2[S:27][C:26]([C:28]3[CH:29]=[CH:30][C:31]([C:34]([F:37])([F:35])[F:36])=[CH:32][CH:33]=3)=[N:25][CH:24]=2)=[CH:8][CH:7]=1, predict the reactants needed to synthesize it. The reactants are: [CH3:1][O:2][C:3](=[O:20])[CH:4]([O:17][CH2:18][CH3:19])[CH2:5][C:6]1[C:15]2[CH2:14][CH2:13][CH2:12][CH2:11][C:10]=2[C:9]([OH:16])=[CH:8][CH:7]=1.Cl[CH2:22][C:23]1[S:27][C:26]([C:28]2[CH:33]=[CH:32][C:31]([C:34]([F:37])([F:36])[F:35])=[CH:30][CH:29]=2)=[N:25][CH:24]=1.C(=O)([O-])[O-].[Cs+].[Cs+]. (7) The reactants are: [CH3:1][N:2]1[CH2:14][CH2:13][C:12]2[C:11]3[C:6](=[CH:7][CH:8]=[C:9]([CH3:15])[CH:10]=3)[N:5]([CH2:16][C:17]([C:20]3[CH:25]=[CH:24][N:23]=[CH:22][N:21]=3)(O)[CH3:18])[C:4]=2[CH2:3]1.S(Cl)([Cl:28])=O. Given the product [Cl:28][C:17]([C:20]1[CH:25]=[CH:24][N:23]=[CH:22][N:21]=1)([CH3:18])[CH2:16][N:5]1[C:4]2[CH2:3][N:2]([CH3:1])[CH2:14][CH2:13][C:12]=2[C:11]2[C:6]1=[CH:7][CH:8]=[C:9]([CH3:15])[CH:10]=2.[CH3:1][N:2]1[CH2:14][CH2:13][C:12]2[C:11]3[C:6](=[CH:7][CH:8]=[C:9]([CH3:15])[CH:10]=3)[N:5]([CH:16]=[C:17]([C:20]3[CH:25]=[CH:24][N:23]=[CH:22][N:21]=3)[CH3:18])[C:4]=2[CH2:3]1, predict the reactants needed to synthesize it. (8) Given the product [CH2:14]([O:21][C:22]([N:24]1[CH2:29][CH2:28][CH:27]([CH2:30][OH:31])[CH:26]([OH:32])[CH2:25]1)=[O:23])[C:15]1[CH:16]=[CH:17][CH:18]=[CH:19][CH:20]=1, predict the reactants needed to synthesize it. The reactants are: ClC(OCC1C=CC=CC=1)=O.[OH-].[Na+].[CH2:14]([O:21][C:22]([N:24]1[CH2:29][CH2:28][C@@H:27]([CH2:30][OH:31])[C@H:26]([OH:32])[CH2:25]1)=[O:23])[C:15]1[CH:20]=[CH:19][CH:18]=[CH:17][CH:16]=1. (9) Given the product [Br:1][C:2]1[CH:3]=[C:4]([CH2:28][CH:29]([OH:34])[C:30]([OH:32])=[O:31])[CH:5]=[C:6]([Br:27])[C:7]=1[O:8][C:9]1[CH:14]=[C:13](/[CH:15]=[CH:16]/[C:17]2[CH:22]=[CH:21][CH:20]=[CH:19][CH:18]=2)[C:12]([OH:23])=[C:11]([CH:24]([CH3:25])[CH3:26])[CH:10]=1, predict the reactants needed to synthesize it. The reactants are: [Br:1][C:2]1[CH:3]=[C:4]([CH2:28][CH:29]([OH:34])[C:30]([O:32]C)=[O:31])[CH:5]=[C:6]([Br:27])[C:7]=1[O:8][C:9]1[CH:14]=[C:13](/[CH:15]=[CH:16]/[C:17]2[CH:22]=[CH:21][CH:20]=[CH:19][CH:18]=2)[C:12]([OH:23])=[C:11]([CH:24]([CH3:26])[CH3:25])[CH:10]=1.[OH-].[Li+].